Dataset: Reaction yield outcomes from USPTO patents with 853,638 reactions. Task: Predict the reaction yield, written as a fraction of the theoretical maximum amount of product (1.0 means a 100% yield; for example, 0.34 means a 34% yield). The reactants are [N:1]1[CH:6]=[CH:5][C:4](/[CH:7]=[CH:8]/[C:9]2[C:17]3[C:12](=[CH:13][C:14](/[CH:18]=[C:19]4/[C:20](=[O:28])[NH:21][C:22]5[C:27]/4=[CH:26][CH:25]=[CH:24][CH:23]=5)=[CH:15][CH:16]=3)[NH:11][N:10]=2)=[CH:3][CH:2]=1.[CH3:29]C1C=C2C(=CC=1)NC(=O)C2. No catalyst specified. The product is [CH3:29][C:25]1[CH:26]=[C:27]2[C:22](=[CH:23][CH:24]=1)[NH:21][C:20](=[O:28])/[C:19]/2=[CH:18]/[C:14]1[CH:13]=[C:12]2[C:17]([C:9](/[CH:8]=[CH:7]/[C:4]3[CH:5]=[CH:6][N:1]=[CH:2][CH:3]=3)=[N:10][NH:11]2)=[CH:16][CH:15]=1. The yield is 0.260.